This data is from Forward reaction prediction with 1.9M reactions from USPTO patents (1976-2016). The task is: Predict the product of the given reaction. (1) Given the reactants [CH3:13][C:12]([O:11][C:9](O[C:9]([O:11][C:12]([CH3:15])([CH3:14])[CH3:13])=[O:10])=[O:10])([CH3:15])[CH3:14].[NH2:16][C:17]1[C:26]([N+:27]([O-:29])=[O:28])=[CH:25][CH:24]=[CH:23][C:18]=1[C:19]([O:21][CH3:22])=[O:20], predict the reaction product. The product is: [C:12]([O:11][C:9]([N:16]([C:9]([O:11][C:12]([CH3:13])([CH3:14])[CH3:15])=[O:10])[C:17]1[C:26]([N+:27]([O-:29])=[O:28])=[CH:25][CH:24]=[CH:23][C:18]=1[C:19]([O:21][CH3:22])=[O:20])=[O:10])([CH3:15])([CH3:14])[CH3:13]. (2) Given the reactants [OH:1][C@@:2]([C:23]([F:26])([F:25])[F:24])([CH2:16][C:17]#[C:18][Si](C)(C)C)[CH2:3][C:4]([C:7]1[CH:15]=[CH:14][CH:13]=[CH:12][C:8]=1[C:9]([NH2:11])=[O:10])([CH3:6])[CH3:5], predict the reaction product. The product is: [OH:1][C@@:2]([C:23]([F:24])([F:25])[F:26])([CH2:16][C:17]#[CH:18])[CH2:3][C:4]([C:7]1[CH:15]=[CH:14][CH:13]=[CH:12][C:8]=1[C:9]([NH2:11])=[O:10])([CH3:5])[CH3:6]. (3) Given the reactants [CH:1]1([CH2:7][C@H:8]([N:12]2[CH2:16][C:15]([O:17][C:18]3[CH:23]=[CH:22][CH:21]=[C:20]([C:24]([F:27])([F:26])[F:25])[CH:19]=3)=[CH:14][C:13]2=[O:28])[C:9]([OH:11])=O)[CH2:6][CH2:5][CH2:4][CH2:3][CH2:2]1.Cl.[CH3:30]N(C)CCCN=C=NCC.C(N(CC)C(C)C)(C)C.ON1C2C=CC=CC=2N=N1.Cl.[OH:61][C@@H:62]([CH2:92]O)[CH2:63][N:64]1[CH:68]=[CH:67][C:66]([NH:69]C(=O)[C@@H](N2CC(OC3C=CC=C(Cl)C=3Cl)=CC2=O)CC(C)C)=[N:65]1, predict the reaction product. The product is: [CH:1]1([CH2:7][C@H:8]([N:12]2[CH2:16][C:15]([O:17][C:18]3[CH:23]=[CH:22][CH:21]=[C:20]([C:24]([F:26])([F:25])[F:27])[CH:19]=3)=[CH:14][C:13]2=[O:28])[C:9]([NH:69][C:66]2[CH:67]=[CH:68][N:64]([CH2:63][C:62]([OH:61])([CH3:92])[CH3:30])[N:65]=2)=[O:11])[CH2:2][CH2:3][CH2:4][CH2:5][CH2:6]1. (4) Given the reactants [CH2:1]([NH:3][C:4]([NH:6][C:7]1[S:8][C:9]2[C:15]([N+:16]([O-])=O)=[CH:14][C:13]([C:19]3[CH:20]=[N:21][CH:22]=[CH:23][CH:24]=3)=[CH:12][C:10]=2[N:11]=1)=[O:5])[CH3:2].[Sn](Cl)Cl.N, predict the reaction product. The product is: [NH2:16][C:15]1[C:9]2[S:8][C:7]([NH:6][C:4]([NH:3][CH2:1][CH3:2])=[O:5])=[N:11][C:10]=2[CH:12]=[C:13]([C:19]2[CH:20]=[N:21][CH:22]=[CH:23][CH:24]=2)[CH:14]=1. (5) Given the reactants [CH2:1]([N:8]1[C:16]2[C:11](=[CH:12][CH:13]=[C:14]([OH:17])[CH:15]=2)[C:10]([C:18]([NH:20][CH2:21][C:22]2[CH:27]=[CH:26][C:25]([F:28])=[C:24]([F:29])[CH:23]=2)=[O:19])=[C:9]1[CH:30]([CH3:32])[CH3:31])[C:2]1[CH:7]=[CH:6][CH:5]=[CH:4][CH:3]=1.[C:33](Cl)(=[O:35])[CH3:34], predict the reaction product. The product is: [C:33]([O:17][C:14]1[CH:15]=[C:16]2[C:11]([C:10]([C:18](=[O:19])[NH:20][CH2:21][C:22]3[CH:27]=[CH:26][C:25]([F:28])=[C:24]([F:29])[CH:23]=3)=[C:9]([CH:30]([CH3:32])[CH3:31])[N:8]2[CH2:1][C:2]2[CH:7]=[CH:6][CH:5]=[CH:4][CH:3]=2)=[CH:12][CH:13]=1)(=[O:35])[CH3:34].